This data is from Reaction yield outcomes from USPTO patents with 853,638 reactions. The task is: Predict the reaction yield, written as a fraction of the theoretical maximum amount of product (1.0 means a 100% yield; for example, 0.34 means a 34% yield). The reactants are [Si]([O:8][C:9]1[CH:18]=[CH:17][CH:16]=[C:15]2[C:10]=1[CH:11]=[CH:12][C:13]([NH:19][C:20]1[C:28]3[C:23](=[CH:24][N:25]=[CH:26][CH:27]=3)[O:22][C:21]=1[C:29]1[NH:30][CH:31]=[C:32]([CH2:34][CH3:35])[N:33]=1)=[CH:14]2)(C(C)(C)C)(C)C.[F-].C([N+](CCCC)(CCCC)CCCC)CCC. No catalyst specified. The product is [CH2:34]([C:32]1[N:33]=[C:29]([C:21]2[O:22][C:23]3=[CH:24][N:25]=[CH:26][CH:27]=[C:28]3[C:20]=2[NH:19][C:13]2[CH:14]=[C:15]3[C:10](=[CH:11][CH:12]=2)[C:9]([OH:8])=[CH:18][CH:17]=[CH:16]3)[NH:30][CH:31]=1)[CH3:35]. The yield is 0.500.